This data is from Reaction yield outcomes from USPTO patents with 853,638 reactions. The task is: Predict the reaction yield, written as a fraction of the theoretical maximum amount of product (1.0 means a 100% yield; for example, 0.34 means a 34% yield). (1) The reactants are C([O:4][CH2:5]/[CH:6]=[CH:7]/[CH2:8][O:9][CH2:10][C:11]1[CH:16]=[C:15]([O:17][CH2:18][C:19]2[CH:24]=[CH:23][C:22]([O:25][CH3:26])=[CH:21][CH:20]=2)[CH:14]=[CH:13][C:12]=1Br)(=O)C. The catalyst is C(N(CC)CC)C.C([O-])(=O)C.[Pd+2].C([O-])(=O)C. The product is [CH3:26][O:25][C:22]1[CH:21]=[CH:20][C:19]([CH2:18][O:17][C:15]2[CH:16]=[C:11]3[C:12]([CH:7]([CH2:6][CH:5]=[O:4])[CH2:8][O:9][CH2:10]3)=[CH:13][CH:14]=2)=[CH:24][CH:23]=1. The yield is 0.440. (2) The reactants are Cl[C:2]1[CH:7]=[C:6]([Cl:8])[N:5]=[C:4]([NH2:9])[N:3]=1.[NH2:10][C:11]1[CH:16]=[CH:15][C:14]([CH3:17])=[CH:13][CH:12]=1.[OH-].[Na+]. The catalyst is O1CCOCC1. The product is [Cl:8][C:6]1[N:5]=[C:4]([NH2:9])[N:3]=[C:2]([NH:10][C:11]2[CH:16]=[CH:15][C:14]([CH3:17])=[CH:13][CH:12]=2)[CH:7]=1. The yield is 0.780. (3) The reactants are [O:1]1[CH:5]=[CH:4][CH:3]=[C:2]1[C:6]1[O:7][C:8]2[C:9](=[C:11]([C:15]([OH:17])=O)[CH:12]=[CH:13][CH:14]=2)[N:10]=1.Cl.Cl.[NH2:20][CH:21]1[CH2:28][CH:27]2[N:29]([CH3:30])[CH:23]([CH2:24][CH2:25][CH2:26]2)[CH2:22]1.Cl.C(N=C=NCCCN(C)C)C.ON1C2C=CC=CC=2N=N1.C(N(CC)CC)C. The catalyst is CN(C=O)C.C(OCC)(=O)C. The product is [CH3:30][N:29]1[CH:23]2[CH2:24][CH2:25][CH2:26][CH:27]1[CH2:28][CH:21]([NH:20][C:15]([C:11]1[CH:12]=[CH:13][CH:14]=[C:8]3[O:7][C:6]([C:2]4[O:1][CH:5]=[CH:4][CH:3]=4)=[N:10][C:9]=13)=[O:17])[CH2:22]2. The yield is 0.610.